This data is from CYP2D6 inhibition data for predicting drug metabolism from PubChem BioAssay. The task is: Regression/Classification. Given a drug SMILES string, predict its absorption, distribution, metabolism, or excretion properties. Task type varies by dataset: regression for continuous measurements (e.g., permeability, clearance, half-life) or binary classification for categorical outcomes (e.g., BBB penetration, CYP inhibition). Dataset: cyp2d6_veith. (1) The compound is NCCNCC1CCNCC1. The result is 0 (non-inhibitor). (2) The drug is COC(=O)c1ccccc1NC(=O)C(CCS(C)(=O)=O)NC(C)=O. The result is 0 (non-inhibitor). (3) The drug is c1cn(-c2cc(-c3ccc4c(c3)OCO4)ncn2)cn1. The result is 1 (inhibitor). (4) The result is 0 (non-inhibitor). The compound is CC(=O)OCC(=O)[C@@H]1CC[C@H]2[C@H]3CC[C@H]4C[C@@H](O)CC[C@]4(C)[C@@H]3C(=O)C[C@]21C. (5) The molecule is CCC(=O)Nc1ccc(C(=O)NNC(=O)c2cccs2)cc1. The result is 0 (non-inhibitor). (6) The molecule is CC(C)n1cnc2c(C(=O)N[C@H]3CN4CCC3CC4)cc(Cl)cc21. The result is 0 (non-inhibitor).